Dataset: Forward reaction prediction with 1.9M reactions from USPTO patents (1976-2016). Task: Predict the product of the given reaction. (1) Given the reactants [Br:1][C:2]1[CH:10]=[C:9]2[C:5]([C:6]([CH3:11])=[N:7][NH:8]2)=[CH:4][CH:3]=1.[H-].[Na+].Cl[C:15]1[CH:20]=[CH:19][N:18]=[C:17]([NH2:21])[N:16]=1, predict the reaction product. The product is: [Br:1][C:2]1[CH:10]=[C:9]2[C:5]([C:6]([CH3:11])=[N:7][N:8]2[C:15]2[CH:20]=[CH:19][N:18]=[C:17]([NH2:21])[N:16]=2)=[CH:4][CH:3]=1. (2) Given the reactants [Br:1][C:2]1[CH:7]=[N:6][C:5]([C:8]([O:10]CC)=[CH2:9])=[CH:4][N:3]=1.C1C(=O)N([Br:20])C(=O)C1, predict the reaction product. The product is: [Br:20][CH2:10][C:8]([C:5]1[CH:4]=[N:3][C:2]([Br:1])=[CH:7][N:6]=1)=[O:9].